The task is: Predict the product of the given reaction.. This data is from Forward reaction prediction with 1.9M reactions from USPTO patents (1976-2016). (1) The product is: [Cl:14][CH2:9][CH2:8][CH2:7][C:5](=[O:6])[CH2:4][C:3]1[CH:10]=[CH:11][CH:12]=[CH:13][C:2]=1[F:1]. Given the reactants [F:1][C:2]1[CH:13]=[CH:12][CH:11]=[CH:10][C:3]=1[CH2:4][C:5]([CH:7]1[CH2:9][CH2:8]1)=[O:6].[ClH:14].O, predict the reaction product. (2) Given the reactants [CH2:1]([O:8][C:9]1[CH:18]=[C:17]2[C:12]([C:13]([O:19][C:20]3[CH:25]=[CH:24][C:23]([NH:26]C(=O)C)=[CH:22][CH:21]=3)=[CH:14][CH:15]=[N:16]2)=[CH:11][C:10]=1[O:30][CH3:31])[C:2]1[CH:7]=[CH:6][CH:5]=[CH:4][CH:3]=1.[OH-].[Na+], predict the reaction product. The product is: [CH2:1]([O:8][C:9]1[CH:18]=[C:17]2[C:12]([C:13]([O:19][C:20]3[CH:25]=[CH:24][C:23]([NH2:26])=[CH:22][CH:21]=3)=[CH:14][CH:15]=[N:16]2)=[CH:11][C:10]=1[O:30][CH3:31])[C:2]1[CH:7]=[CH:6][CH:5]=[CH:4][CH:3]=1. (3) Given the reactants [CH2:1]([CH:4]([CH2:7][OH:8])[CH2:5][OH:6])[CH:2]=[CH2:3].[C:9]([NH:19][C@H:20]([C:24]([OH:26])=O)[CH:21]([CH3:23])[CH3:22])([O:11][CH2:12][C:13]1[CH:18]=[CH:17][CH:16]=[CH:15][CH:14]=1)=[O:10].[CH2:36]1[CH2:41][CH2:40][CH:39](N=C=N[CH:36]2[CH2:41][CH2:40][CH2:39][CH2:38][CH2:37]2)[CH2:38][CH2:37]1, predict the reaction product. The product is: [C:9]([NH:19][C@H:20]([C:24]([O:6][CH2:5][CH:4]([CH2:7][O:8][C:24](=[O:26])[C@H:20]([CH:21]([CH3:22])[CH3:23])[NH:19][C:9]([O:11][CH2:12][C:13]1[CH:14]=[CH:15][CH:16]=[CH:17][CH:18]=1)=[O:10])[CH2:1][CH:2]=[CH2:3])=[O:26])[CH:21]([CH3:22])[CH3:23])([O:11][CH2:12][C:36]1[CH:37]=[CH:38][CH:39]=[CH:40][CH:41]=1)=[O:10]. (4) Given the reactants [NH2:1][C:2]1[C:7]([C:8]#[N:9])=[C:6]([NH:10][C@H:11]([C:13]2[N:18]=[C:17]3[CH:19]=[CH:20][N:21]([CH3:22])[C:16]3=[CH:15][C:14]=2[N:23]2[CH2:28][CH2:27][O:26][CH2:25][CH2:24]2)[CH3:12])[N:5]=[C:4](S(C)(=O)=O)[N:3]=1.[OH-:33].[Na+], predict the reaction product. The product is: [NH2:1][C:2]1[C:7]([C:8]#[N:9])=[C:6]([NH:10][C@H:11]([C:13]2[N:18]=[C:17]3[CH:19]=[CH:20][N:21]([CH3:22])[C:16]3=[CH:15][C:14]=2[N:23]2[CH2:28][CH2:27][O:26][CH2:25][CH2:24]2)[CH3:12])[N:5]=[C:4]([OH:33])[N:3]=1. (5) Given the reactants [Mn]([O-])(=O)(=O)=[O:2].[K+].[Cl:7][C:8]1[C:9]([CH3:18])=[N:10][C:11]2[N:12]([N:15]=[CH:16][CH:17]=2)[C:13]=1[F:14].[OH2:19], predict the reaction product. The product is: [Cl:7][C:8]1[C:9]([C:18]([OH:2])=[O:19])=[N:10][C:11]2[N:12]([N:15]=[CH:16][CH:17]=2)[C:13]=1[F:14].